This data is from Experimentally validated miRNA-target interactions with 360,000+ pairs, plus equal number of negative samples. The task is: Binary Classification. Given a miRNA mature sequence and a target amino acid sequence, predict their likelihood of interaction. (1) The miRNA is hsa-miR-4664-3p with sequence CUUCCGGUCUGUGAGCCCCGUC. The protein sequence of the target gene is MPAYFQRPENALKRANEFLEVGKKQPALDVLYDVMKSKKHRTWQKIHEPIMLKYLELCVDLRKSHLAKEGLYQYKNICQQVNIKSLEDVVRAYLKMAEEKTEAAKEESQQMVLDIEDLDNIQTPESVLLSAVSGEDTQDRTDRLLLTPWVKFLWESYRQCLDLLRNNSRVERLYHDIAQQAFKFCLQYTRKAEFRKLCDNLRMHLSQIQRHHNQSTAINLNNPESQSMHLETRLVQLDSAISMELWQEAFKAVEDIHGLFSLSKKPPKPQLMANYYNKVSTVFWKSGNALFHASTLHRLY.... Result: 0 (no interaction). (2) The miRNA is hsa-miR-4510 with sequence UGAGGGAGUAGGAUGUAUGGUU. The protein sequence of the target gene is MEEELKCPVCGSLFREPIILPCSHNVCLPCARTIAVQTPDGEQHLPQPLLLSRGSGLQAGAAAAASLEHDAAAGPACGGAGGSAAGGLGGGAGGGGDHADKLSLYSETDSGYGSYTPSLKSPNGVRVLPMVPAPPGSSAAAARGAACSSLSSSSSSITCPQCHRSASLDHRGLRGFQRNRLLEAIVQRYQQGRGAVPGTSAAAAVAICQLCDRTPPEPAATLCEQCDVLYCSACQLKCHPSRGPFAKHRLVQPPPPPPPPAEAASGPTGTAQGAPSGGGGCKSPGGAGAGATGGSTARKF.... Result: 1 (interaction). (3) The miRNA is mmu-miR-30e-5p with sequence UGUAAACAUCCUUGACUGGAAG. The protein sequence of the target gene is MSRRRISCKDLGHADCQGWLYKKKEKGTFLSNKWKKFWVVLKGSSLYWYSNQMAEKADGFVNLSDFTVERASECKKKNAFKINHPQIKAFYFAAENLQEMNVWLNKLGFAVTHQESITKDEECYSESEQEDPEVAVEAPPPPYASTTSSPVAAQWASSSSPKRRETSCSFSSLENTVKAPSQFSSSGSKERQSWHNIVNSSPATEDAGLPLTFAEQVHTLAFSEASNCQAPENNCITSEGGLLNLLSSDDTSSLNNNKDHLTVPDRAAGSRMADREEIKSSEDDEMEKLYKSLEQASLSP.... Result: 1 (interaction). (4) The miRNA is hsa-miR-4664-5p with sequence UGGGGUGCCCACUCCGCAAGUU. The protein sequence of the target gene is MSDRLGQITKGKDGKSKYSTLSLFDKYKGKSVDAIRSSVIPRHGLQSLGKVAAARRMPPPANLPSLKSENKGNDPNIVIVPKDGTGWANKQDQQDPKSSSATASQPPESLPQPGLQKSVSNLQKPTQSISQENTNSVPGGPKSWAQLNGKPVGHEGGLRGSSRLLSFSPEEFPTLKAAGGQDKAGKEKGVLDLSYGPGPSLRPQNVTSWREGGGRHIISATSLSTSPTELGSRNSSTGDGAPSSACTSDSKDPSLRPAQPVRKGASQFMGNVYHPPTYHDMLPAFMCSPKSSENQGTVER.... Result: 1 (interaction). (5) The miRNA is hsa-miR-215-5p with sequence AUGACCUAUGAAUUGACAGAC. The protein sequence of the target gene is MLREEAAQKRKGKEPGMALPQGRLTFRDVAIEFSLAEWKCLNPSQRALYREVMLENYRNLEAVDISSKCMMKEVLSTGQGNTEVIHTGTLQRHESHHIGDFCFQEIEKEIHDIEFQCQEDERNGLEAPMTKIKKLTGSTDQHDHRHAGNKPIKDQLGSSFYSHLPELHIFQIKGEIGNQLEKSTNDAPSVSTFQRISCRPQTQISNNYGNNPLNSSLLPQKQEVHMREKSFQCNKSGKAFNCSSLLRKHQIPHLGDKQYKCDVCGKLFNHEQYLACHDRCHTVEKPYKCKECGKTFSQES.... Result: 1 (interaction). (6) The miRNA is hsa-miR-4529-5p with sequence AGGCCAUCAGCAGUCCAAUGAA. The protein sequence of the target gene is MTTEQRRSLQAFQDYIRKTLDPTYILSYMAPWFREEEVQYIQAEKNNKGPMEAATLFLKFLLELQEEGWFRGFLDALDHAGYSGLYEAIESWDFKKIEKLEEYRLLLKRLQPEFKTRIIPTDIISDLSECLINQECEEILQICSTKGMMAGAEKLVECLLRSDKENWPKTLKLALEKERNKFSELWIVEKGIKDVETEDLEDKMETSDIQIFYQEDPECQNLSENSCPPSEVSDTNLYSPFKPRNYQLELALPAMKGKNTIICAPTGCGKTFVSLLICEHHLKKFPQGQKGKVVFFANQI.... Result: 0 (no interaction).